This data is from Catalyst prediction with 721,799 reactions and 888 catalyst types from USPTO. The task is: Predict which catalyst facilitates the given reaction. (1) Reactant: [NH2:1][C:2]1[C:7]([NH2:8])=[CH:6][CH:5]=[CH:4][N:3]=1.[Cl:9][CH:10]([CH3:13])[C:11]#N. Product: [Cl:9][CH:10]([C:13]1[NH:1][C:2]2=[N:3][CH:4]=[CH:5][CH:6]=[C:7]2[N:8]=1)[CH3:11]. The catalyst class is: 6. (2) Reactant: CO[C:3](=[O:18])[CH:4]([O:9][C:10]1[CH:15]=[CH:14][CH:13]=[C:12]([O:16][CH3:17])[CH:11]=1)[C:5]([O:7]C)=O.C[O-].[Na+].Br.[N:23]1([C:29]([NH2:31])=[NH:30])[CH2:28][CH2:27][O:26][CH2:25][CH2:24]1. Product: [CH3:17][O:16][C:12]1[CH:11]=[C:10]([CH:15]=[CH:14][CH:13]=1)[O:9][C:4]1[C:3]([OH:18])=[N:30][C:29]([N:23]2[CH2:28][CH2:27][O:26][CH2:25][CH2:24]2)=[N:31][C:5]=1[OH:7]. The catalyst class is: 5. (3) Reactant: [CH3:1][O:2][C:3]1[CH:17]=[C:16]([O:18][CH3:19])[CH:15]=[CH:14][C:4]=1[C:5]([C:7]1[CH:12]=[CH:11][C:10]([OH:13])=[CH:9][CH:8]=1)=[O:6].[CH:20]([O:22][CH2:23][CH2:24]Cl)=[CH2:21].C(=O)([O-])[O-].[K+].[K+].O. Product: [CH3:1][O:2][C:3]1[CH:17]=[C:16]([O:18][CH3:19])[CH:15]=[CH:14][C:4]=1[C:5]([C:7]1[CH:8]=[CH:9][C:10]([O:13][CH2:24][CH2:23][O:22][CH:20]=[CH2:21])=[CH:11][CH:12]=1)=[O:6]. The catalyst class is: 3. (4) Reactant: O[CH2:2][C@H:3]([NH:5]C(=O)OC(C)(C)C)[CH3:4].[Cl:13][C:14]1[CH:34]=[CH:33][CH:32]=[CH:31][C:15]=1[CH2:16][CH2:17][NH:18][S:19]([C:22]1[CH:27]=[CH:26][CH:25]=[CH:24][C:23]=1[N+:28]([O-:30])=[O:29])(=[O:21])=[O:20].C1(P(C2C=CC=CC=2)C2C=CC=CC=2)C=CC=CC=1.N(C(OC(C)C)=O)=NC(OC(C)C)=O. Product: [NH2:5][C@H:3]([CH3:4])[CH2:2][N:18]([CH2:17][CH2:16][C:15]1[CH:31]=[CH:32][CH:33]=[CH:34][C:14]=1[Cl:13])[S:19]([C:22]1[CH:27]=[CH:26][CH:25]=[CH:24][C:23]=1[N+:28]([O-:30])=[O:29])(=[O:21])=[O:20]. The catalyst class is: 7. (5) Reactant: [NH2:1][C:2]1[N:3]=[N:4][C:5](Cl)=[CH:6][CH:7]=1.[CH2:9]([S:11][C:12]1[CH:17]=[CH:16][CH:15]=[CH:14][C:13]=1B1OC(C)(C)C(C)(C)O1)[CH3:10].C1(P(C2CCCCC2)C2CCCCC2)CCCCC1.P([O-])([O-])([O-])=O.[K+].[K+].[K+]. Product: [NH2:1][C:2]1[N:3]=[N:4][C:5]([C:13]2[CH:14]=[CH:15][CH:16]=[CH:17][C:12]=2[S:11][CH2:9][CH3:10])=[CH:6][CH:7]=1. The catalyst class is: 552.